Dataset: Full USPTO retrosynthesis dataset with 1.9M reactions from patents (1976-2016). Task: Predict the reactants needed to synthesize the given product. (1) Given the product [CH3:1][C:2]1[N:3]=[C:4]2[CH:9]=[CH:8][C:7]([NH:10][C:11](=[O:12])[C:13]3[CH:14]=[CH:15][C:16]([CH:19]4[CH2:24][CH2:23][NH:22][CH2:21][CH2:20]4)=[N:17][CH:18]=3)=[CH:6][N:5]2[CH:32]=1, predict the reactants needed to synthesize it. The reactants are: [CH3:1][C:2]1[N:3]=[C:4]2[CH:9]=[CH:8][C:7]([NH:10][C:11]([C:13]3[CH:14]=[CH:15][C:16]([CH:19]4[CH2:24][CH2:23][N:22](C(OC(C)(C)C)=O)[CH2:21][CH2:20]4)=[N:17][CH:18]=3)=[O:12])=[CH:6][N:5]2[CH:32]=1.Cl.O1CCOCC1. (2) Given the product [C:1]([C:5]1[CH:9]=[C:8]([NH:10][C:11]([NH:13][C:14]2[CH:19]=[CH:18][CH:17]=[CH:16][C:15]=2[F:20])=[O:12])[N:7]([C:21]2[CH:22]=[CH:23][C:24]([CH2:27][C:28]([OH:30])=[O:29])=[CH:25][CH:26]=2)[N:6]=1)([CH3:4])([CH3:2])[CH3:3], predict the reactants needed to synthesize it. The reactants are: [C:1]([C:5]1[CH:9]=[C:8]([NH:10][C:11]([NH:13][C:14]2[CH:19]=[CH:18][CH:17]=[CH:16][C:15]=2[F:20])=[O:12])[N:7]([C:21]2[CH:26]=[CH:25][C:24]([CH2:27][C:28]([O-:30])=[O:29])=[CH:23][CH:22]=2)[N:6]=1)([CH3:4])([CH3:3])[CH3:2].[Li+].[OH-]. (3) Given the product [C:13]([NH:17][C:4](=[O:6])[C:3]1[CH:7]=[C:8]([F:12])[C:9]([F:11])=[CH:10][C:2]=1[F:1])([CH3:16])([CH3:15])[CH3:14], predict the reactants needed to synthesize it. The reactants are: [F:1][C:2]1[CH:10]=[C:9]([F:11])[C:8]([F:12])=[CH:7][C:3]=1[C:4]([OH:6])=O.[C:13]([NH2:17])([CH3:16])([CH3:15])[CH3:14]. (4) Given the product [CH3:1][O:2][C:3](=[O:26])[C:4]1[CH:9]=[C:8]([N:10]2[CH:14]=[C:13]([C:15]([F:16])([F:17])[F:18])[N:12]=[CH:11]2)[C:7]([C:19]([F:20])([F:21])[F:22])=[CH:6][C:5]=1[NH2:23], predict the reactants needed to synthesize it. The reactants are: [CH3:1][O:2][C:3](=[O:26])[C:4]1[CH:9]=[C:8]([N:10]2[CH:14]=[C:13]([C:15]([F:18])([F:17])[F:16])[N:12]=[CH:11]2)[C:7]([C:19]([F:22])([F:21])[F:20])=[CH:6][C:5]=1[N+:23]([O-])=O. (5) Given the product [CH2:1]([O:3][C:4]1[CH:9]=[CH:8][C:7]([F:10])=[CH:6][C:5]=1[C:11]1[C:12]2[N:19]([CH2:27][O:28][CH2:29][CH2:30][Si:31]([CH3:34])([CH3:33])[CH3:32])[C:18]([CH3:20])=[C:17]([C:21]([O:23][CH2:24][CH3:25])=[O:22])[C:13]=2[N:14]=[CH:15][N:16]=1)[CH3:2], predict the reactants needed to synthesize it. The reactants are: [CH2:1]([O:3][C:4]1[CH:9]=[CH:8][C:7]([F:10])=[CH:6][C:5]=1[C:11]1[C:12]2[NH:19][C:18]([CH3:20])=[C:17]([C:21]([O:23][CH2:24][CH3:25])=[O:22])[C:13]=2[N:14]=[CH:15][N:16]=1)[CH3:2].Cl[CH2:27][O:28][CH2:29][CH2:30][Si:31]([CH3:34])([CH3:33])[CH3:32].